From a dataset of Peptide-MHC class I binding affinity with 185,985 pairs from IEDB/IMGT. Regression. Given a peptide amino acid sequence and an MHC pseudo amino acid sequence, predict their binding affinity value. This is MHC class I binding data. (1) The peptide sequence is EQNWDWNRY. The MHC is HLA-A69:01 with pseudo-sequence HLA-A69:01. The binding affinity (normalized) is 0.0847. (2) The peptide sequence is AVDFIPVENL. The MHC is Patr-B0101 with pseudo-sequence Patr-B0101. The binding affinity (normalized) is 0.166. (3) The peptide sequence is AEGTGITHL. The MHC is HLA-B35:01 with pseudo-sequence HLA-B35:01. The binding affinity (normalized) is 0.0847. (4) The peptide sequence is IAVANCVRNL. The MHC is HLA-A68:02 with pseudo-sequence HLA-A68:02. The binding affinity (normalized) is 0.432. (5) The peptide sequence is YGDTEAICR. The MHC is HLA-A03:01 with pseudo-sequence HLA-A03:01. The binding affinity (normalized) is 0.0847. (6) The peptide sequence is YLNGGRRGY. The MHC is HLA-A02:11 with pseudo-sequence HLA-A02:11. The binding affinity (normalized) is 0.213. (7) The peptide sequence is FSKSRSTLMY. The MHC is HLA-A32:01 with pseudo-sequence HLA-A32:01. The binding affinity (normalized) is 0. (8) The peptide sequence is FAMRLLQAV. The binding affinity (normalized) is 0.413. The MHC is BoLA-JSP.1 with pseudo-sequence BoLA-JSP.1. (9) The peptide sequence is YTGDFDSVI. The MHC is HLA-B40:01 with pseudo-sequence HLA-B40:01. The binding affinity (normalized) is 0. (10) The peptide sequence is GVPELGAFF. The MHC is HLA-B39:01 with pseudo-sequence HLA-B39:01. The binding affinity (normalized) is 0.0847.